This data is from Forward reaction prediction with 1.9M reactions from USPTO patents (1976-2016). The task is: Predict the product of the given reaction. (1) Given the reactants [C:1]([O:5][C:6]([N:8]1[CH2:12][CH:11]([C:13]2[CH:18]=[CH:17][C:16]([F:19])=[CH:15][CH:14]=2)[CH:10]([C:20](O)=[O:21])[CH2:9]1)=[O:7])([CH3:4])([CH3:3])[CH3:2], predict the reaction product. The product is: [C:1]([O:5][C:6]([N:8]1[CH2:9][CH:10]([CH2:20][OH:21])[CH:11]([C:13]2[CH:18]=[CH:17][C:16]([F:19])=[CH:15][CH:14]=2)[CH2:12]1)=[O:7])([CH3:4])([CH3:2])[CH3:3]. (2) The product is: [CH2:16]([O:18][C:19](=[O:22])[CH2:20][N:21]=[C:1]([C:9]1[CH:14]=[CH:13][CH:12]=[CH:11][CH:10]=1)[C:2]1[CH:7]=[CH:6][CH:5]=[CH:4][CH:3]=1)[CH3:17]. Given the reactants [C:1]([C:9]1[CH:14]=[CH:13][CH:12]=[CH:11][CH:10]=1)(=O)[C:2]1[CH:7]=[CH:6][CH:5]=[CH:4][CH:3]=1.Cl.[CH2:16]([O:18][C:19](=[O:22])[CH2:20][NH2:21])[CH3:17].B(F)(F)F.CCOCC.C(N(CCCC)CCCC)CCC, predict the reaction product. (3) The product is: [O:1]([C:2]1[CH:3]=[CH:4][C:5]([C:6]([O:8][CH3:9])=[O:7])=[CH:10][CH:11]=1)[C:12]1[CH:17]=[CH:16][CH:15]=[CH:14][CH:13]=1. Given the reactants [OH:1][C:2]1[CH:11]=[CH:10][C:5]([C:6]([O:8][CH3:9])=[O:7])=[CH:4][CH:3]=1.[C:12]1(B(O)O)[CH:17]=[CH:16][CH:15]=[CH:14][CH:13]=1.N1C=CC=CC=1, predict the reaction product. (4) Given the reactants [Cl:1][C:2]1[CH:7]=[CH:6][C:5]([C:8]2[N:12]([C:13]3[CH:18]=[CH:17][C:16]([Cl:19])=[CH:15][C:14]=3[Cl:20])[N:11]=[C:10]([C:21]3[N:22]([CH3:29])[C:23]([CH3:28])([CH3:27])[C:24](=O)[N:25]=3)[C:9]=2[CH3:30])=[CH:4][CH:3]=1.COC1C=CC(P2(SP(C3C=CC(OC)=CC=3)(=S)S2)=[S:40])=CC=1, predict the reaction product. The product is: [Cl:1][C:2]1[CH:7]=[CH:6][C:5]([C:8]2[N:12]([C:13]3[CH:18]=[CH:17][C:16]([Cl:19])=[CH:15][C:14]=3[Cl:20])[N:11]=[C:10]([C:21]3[N:22]([CH3:29])[C:23]([CH3:28])([CH3:27])[C:24](=[S:40])[N:25]=3)[C:9]=2[CH3:30])=[CH:4][CH:3]=1. (5) Given the reactants [CH:1]1([N:7]2[C:11]3[CH:12]=[CH:13][C:14]([C:16]([OH:18])=[O:17])=[CH:15][C:10]=3[N:9]=[C:8]2[C:19]2[CH:20]=[C:21]3[C:26](=[CH:27][CH:28]=2)[N:25]=C(C2C=CC=CC=2)C(C2C=CC=CC=2)=[N:22]3)[CH2:6][CH2:5][CH2:4][CH2:3][CH2:2]1.[F:41][C:42]1[CH:47]=[CH:46][C:45]([C:48]([C:50]([C:52]2[CH:57]=[CH:56][C:55]([F:58])=[CH:54][CH:53]=2)=O)=O)=[CH:44][CH:43]=1, predict the reaction product. The product is: [F:41][C:42]1[CH:47]=[CH:46][C:45]([C:48]2[C:50]([C:52]3[CH:57]=[CH:56][C:55]([F:58])=[CH:54][CH:53]=3)=[N:22][C:21]3[C:26](=[CH:27][CH:28]=[C:19]([C:8]4[N:7]([CH:1]5[CH2:2][CH2:3][CH2:4][CH2:5][CH2:6]5)[C:11]5[CH:12]=[CH:13][C:14]([C:16]([OH:18])=[O:17])=[CH:15][C:10]=5[N:9]=4)[CH:20]=3)[N:25]=2)=[CH:44][CH:43]=1. (6) Given the reactants C[O:2][C:3]1[CH:4]=[C:5]2[C:11]3([C:19]4[C:14](=[CH:15][CH:16]=[CH:17][CH:18]=4)[N:13]([CH2:20][C@H:21]4[CH2:25][CH2:24][CH2:23][O:22]4)[C:12]3=[O:26])[CH2:10][O:9][C:6]2=[CH:7][N:8]=1.I[Si](C)(C)C, predict the reaction product. The product is: [O:22]1[CH2:23][CH2:24][CH2:25][C@@H:21]1[CH2:20][N:13]1[C:14]2[C:19](=[CH:18][CH:17]=[CH:16][CH:15]=2)[C:11]2([C:5]3[C:6](=[CH:7][NH:8][C:3](=[O:2])[CH:4]=3)[O:9][CH2:10]2)[C:12]1=[O:26]. (7) Given the reactants I[C:2]1[CH:3]=[C:4]2[C:9](=[CH:10][CH:11]=1)[N:8]1[CH:12]=[CH:13][N:14]=[C:7]1[CH:6]=[CH:5]2.[F:15][C:16]1[CH:17]=[C:18]([C:23]2([C:29]#[N:30])[CH2:28][CH2:27][O:26][CH2:25][CH2:24]2)[CH:19]=[C:20]([SH:22])[CH:21]=1.CCN(C(C)C)C(C)C.C1(P(C2C=CC=CC=2)C2C3OC4C(=CC=CC=4P(C4C=CC=CC=4)C4C=CC=CC=4)C(C)(C)C=3C=CC=2)C=CC=CC=1, predict the reaction product. The product is: [F:15][C:16]1[CH:17]=[C:18]([C:23]2([C:29]#[N:30])[CH2:24][CH2:25][O:26][CH2:27][CH2:28]2)[CH:19]=[C:20]([S:22][C:2]2[CH:3]=[C:4]3[C:9](=[CH:10][CH:11]=2)[N:8]2[CH:12]=[CH:13][N:14]=[C:7]2[CH:6]=[CH:5]3)[CH:21]=1.